From a dataset of Full USPTO retrosynthesis dataset with 1.9M reactions from patents (1976-2016). Predict the reactants needed to synthesize the given product. (1) Given the product [C:1]([C:5]1[CH:6]=[CH:7][C:8]([S:11]([N:14]2[C:20]3[CH:21]=[C:22]([C:25]([OH:27])=[O:26])[CH:23]=[CH:24][C:19]=3[NH:18][C:17]3[N:29]=[C:30]([C:33]([F:35])([F:34])[F:36])[CH:31]=[CH:32][C:16]=3[CH2:15]2)(=[O:12])=[O:13])=[CH:9][CH:10]=1)([CH3:4])([CH3:2])[CH3:3], predict the reactants needed to synthesize it. The reactants are: [C:1]([C:5]1[CH:10]=[CH:9][C:8]([S:11]([N:14]2[C:20]3[CH:21]=[C:22]([C:25]([O:27]C)=[O:26])[CH:23]=[CH:24][C:19]=3[NH:18][C:17]3[N:29]=[C:30]([C:33]([F:36])([F:35])[F:34])[CH:31]=[CH:32][C:16]=3[CH2:15]2)(=[O:13])=[O:12])=[CH:7][CH:6]=1)([CH3:4])([CH3:3])[CH3:2].O.Cl.[OH-].[Na+]. (2) The reactants are: [C:1]1([C:7]([NH:9][CH:10]2[CH2:15][CH:14]([C:16]3[CH:21]=[CH:20][C:19]([C:22]([F:25])([F:24])[F:23])=[CH:18][CH:17]=3)[CH2:13][N:12]([C:26](OC3C=CC([N+]([O-])=O)=CC=3)=[O:27])[CH2:11]2)=[O:8])[CH:6]=[CH:5][CH:4]=[CH:3][CH:2]=1.[NH:38]1[CH2:43][CH2:42][CH:41]([OH:44])[CH2:40][CH2:39]1.C(=O)([O-])[O-].[K+].[K+]. Given the product [OH:44][CH:41]1[CH2:42][CH2:43][N:38]([C:26]([N:12]2[CH2:13][CH:14]([C:16]3[CH:17]=[CH:18][C:19]([C:22]([F:24])([F:25])[F:23])=[CH:20][CH:21]=3)[CH2:15][CH:10]([NH:9][C:7]([C:1]3[CH:6]=[CH:5][CH:4]=[CH:3][CH:2]=3)=[O:8])[CH2:11]2)=[O:27])[CH2:39][CH2:40]1, predict the reactants needed to synthesize it. (3) Given the product [C:41]1([CH3:51])[CH:42]=[CH:43][C:44]([S:47]([OH:50])(=[O:48])=[O:49])=[CH:45][CH:46]=1.[OH:1][C@@H:2]([CH2:18][N:32]1[CH2:33][CH2:34][CH:29]([C:19]2[C:28]3[C:23](=[CH:24][CH:25]=[CH:26][CH:27]=3)[CH:22]=[CH:21][CH:20]=2)[CH2:30][CH2:31]1)[CH2:3][O:4][C:5]1[CH:17]=[CH:16][CH:15]=[CH:14][C:6]=1[CH:7]=[C:8]1[CH2:13][CH2:12][O:11][C:9]1=[O:10], predict the reactants needed to synthesize it. The reactants are: [O:1]1[CH2:18][C@H:2]1[CH2:3][O:4][C:5]1[CH:17]=[CH:16][CH:15]=[CH:14][C:6]=1[CH:7]=[C:8]1[CH2:13][CH2:12][O:11][C:9]1=[O:10].[C:19]1([CH:29]2[CH2:34][CH2:33][NH:32][CH2:31][CH2:30]2)[C:28]2[C:23](=[CH:24][CH:25]=[CH:26][CH:27]=2)[CH:22]=[CH:21][CH:20]=1.C(OCC)(=O)C.[C:41]1([CH3:51])[CH:46]=[CH:45][C:44]([S:47]([OH:50])(=[O:49])=[O:48])=[CH:43][CH:42]=1. (4) Given the product [N:16]1([CH2:15][C@@H:11]2[CH2:12][CH2:13][CH2:14][N:10]2[C:8]([C:5]2[CH:6]=[CH:7][C:2]([O:1][CH2:22][C:23]3[CH:24]=[N:25][C:26]([C:29]([F:32])([F:30])[F:31])=[CH:27][CH:28]=3)=[CH:3][CH:4]=2)=[O:9])[CH2:17][CH2:18][CH2:19][CH2:20]1, predict the reactants needed to synthesize it. The reactants are: [OH:1][C:2]1[CH:7]=[CH:6][C:5]([C:8]([N:10]2[CH2:14][CH2:13][CH2:12][C@H:11]2[CH2:15][N:16]2[CH2:20][CH2:19][CH2:18][CH2:17]2)=[O:9])=[CH:4][CH:3]=1.Cl[CH2:22][C:23]1[CH:24]=[N:25][C:26]([C:29]([F:32])([F:31])[F:30])=[CH:27][CH:28]=1. (5) Given the product [Br:1][C:2]1[CH:7]=[CH:6][C:5]([O:8][CH2:19][CH2:20][C:21]([CH3:23])=[CH2:22])=[C:4]([Cl:9])[CH:3]=1, predict the reactants needed to synthesize it. The reactants are: [Br:1][C:2]1[CH:7]=[CH:6][C:5]([OH:8])=[C:4]([Cl:9])[CH:3]=1.C([O-])([O-])=O.[Cs+].[Cs+].P(OC1C=CC=CC=1)(OC1C=CC=CC=1)(O[CH2:19][CH2:20][C:21]([CH3:23])=[CH2:22])=O. (6) Given the product [Br:9][C:10]1[CH:15]=[CH:14][C:13]([Cl:16])=[C:12]([CH2:17][Br:1])[CH:11]=1, predict the reactants needed to synthesize it. The reactants are: [Br:1]N1C(=O)CCC1=O.[Br:9][C:10]1[CH:15]=[CH:14][C:13]([Cl:16])=[C:12]([CH2:17]O)[CH:11]=1.C1(P(C2C=CC=CC=2)C2C=CC=CC=2)C=CC=CC=1. (7) Given the product [CH3:21][O:20][C:14]1[CH:13]=[CH:12][C:11]2[N:10]([N:9]=[C:8]([C:22]3[CH:27]=[CH:26][CH:25]=[CH:24][CH:23]=3)[C:7]=2[CH2:1][C:32]2[CH:31]=[CH:30][CH:38]=[C:37]3[C:33]=2[CH2:34][O:35][C:36]3=[O:39])[C:15]=1[Si:16]([CH3:19])([CH3:18])[CH3:17], predict the reactants needed to synthesize it. The reactants are: [CH2:1]([Li])CCC.Br[C:7]1[C:8]([C:22]2[CH:27]=[CH:26][CH:25]=[CH:24][CH:23]=2)=[N:9][N:10]2[C:15]([Si:16]([CH3:19])([CH3:18])[CH3:17])=[C:14]([O:20][CH3:21])[CH:13]=[CH:12][C:11]=12.BrC[C:30]1[CH:38]=[C:37]2[C:33]([CH2:34][O:35][C:36]2=[O:39])=[CH:32][CH:31]=1.C(=O)(O)[O-].[Na+]. (8) Given the product [CH2:27]([C:19]1[C:16]2[S:17][C:18]3[C:11]([CH2:1][CH2:2][CH2:3][CH2:4][CH2:5][CH2:6][CH2:7][CH2:8][CH2:9][CH3:10])=[C:12]([C:37]([OH:39])=[O:38])[S:13][C:14]=3[C:15]=2[S:21][C:20]=1[C:22]([OH:24])=[O:23])[CH2:28][CH2:29][CH2:30][CH2:31][CH2:32][CH2:33][CH2:34][CH2:35][CH3:36], predict the reactants needed to synthesize it. The reactants are: [CH2:1]([C:11]1[C:18]2[S:17][C:16]3[C:19]([CH2:27][CH2:28][CH2:29][CH2:30][CH2:31][CH2:32][CH2:33][CH2:34][CH2:35][CH3:36])=[C:20]([C:22]([O:24]CC)=[O:23])[S:21][C:15]=3[C:14]=2[S:13][C:12]=1[C:37]([O:39]CC)=[O:38])[CH2:2][CH2:3][CH2:4][CH2:5][CH2:6][CH2:7][CH2:8][CH2:9][CH3:10].[Li+].[OH-].C1COCC1.